From a dataset of Reaction yield outcomes from USPTO patents with 853,638 reactions. Predict the reaction yield, written as a fraction of the theoretical maximum amount of product (1.0 means a 100% yield; for example, 0.34 means a 34% yield). (1) The reactants are [Cl:1][C:2]1[C:3]([O:17][CH3:18])=[CH:4][CH:5]=[C:6]2[C:11]=1[N:10]=[C:9]([C:12]([O:14]C)=[O:13])[CH:8]=[C:7]2[OH:16].CO.C1COCC1.[Li+].[OH-]. The catalyst is O. The product is [Cl:1][C:2]1[C:3]([O:17][CH3:18])=[CH:4][CH:5]=[C:6]2[C:11]=1[N:10]=[C:9]([C:12]([OH:14])=[O:13])[CH:8]=[C:7]2[OH:16]. The yield is 0.996. (2) The reactants are [NH2:1][CH2:2][CH2:3][C:4]1[CH:11]=[CH:10][C:7]([C:8]#[N:9])=[CH:6][CH:5]=1.C(N(CC)CC)C.[CH3:19][C:20]([CH3:25])([CH3:24])[C:21](Cl)=[O:22]. The catalyst is C(Cl)Cl. The product is [CH3:19][C:20]([CH3:25])([CH3:24])[C:21]([NH:1][CH2:2][CH2:3][C:4]1[CH:11]=[CH:10][C:7]([C:8]#[N:9])=[CH:6][CH:5]=1)=[O:22]. The yield is 0.580. (3) The reactants are [C:1]([O:5][C:6](=[O:29])[C:7]([O:10]/[N:11]=[C:12](/[C:16]1[N:17]=[C:18]([NH:21][C:22]([O:24][C:25]([CH3:28])([CH3:27])[CH3:26])=[O:23])[S:19][CH:20]=1)\[C:13](O)=[O:14])([CH3:9])[CH3:8])([CH3:4])([CH3:3])[CH3:2].CN(C(ON1N=NC2C=CC=NC1=2)=[N+](C)C)C.F[P-](F)(F)(F)(F)F.CCN(C(C)C)C(C)C.[NH2:63][C@@H:64]1[C:67](=[O:68])[NH:66][C@@H:65]1[CH2:69][N:70]1[CH:74]=[CH:73][N:72]([C:75]([O:77][C:78]([CH3:81])([CH3:80])[CH3:79])=[O:76])[C:71]1=[O:82]. The catalyst is CN(C=O)C. The product is [C:1]([O:5][C:6](=[O:29])[C:7]([O:10]/[N:11]=[C:12](/[C:16]1[N:17]=[C:18]([NH:21][C:22]([O:24][C:25]([CH3:28])([CH3:27])[CH3:26])=[O:23])[S:19][CH:20]=1)\[C:13]([NH:63][C@@H:64]1[C:67](=[O:68])[NH:66][C@@H:65]1[CH2:69][N:70]1[CH:74]=[CH:73][N:72]([C:75]([O:77][C:78]([CH3:79])([CH3:81])[CH3:80])=[O:76])[C:71]1=[O:82])=[O:14])([CH3:9])[CH3:8])([CH3:2])([CH3:3])[CH3:4]. The yield is 0.880. (4) The reactants are [CH2:1]([N:5]([CH2:12][CH2:13][CH2:14][CH3:15])[CH2:6][CH2:7][C:8]([CH3:11])([NH2:10])[CH3:9])[CH2:2][CH2:3][CH3:4].[C:16](ON1C(=O)CCC1=O)([O:18][CH2:19][C:20]1[CH:25]=[CH:24][CH:23]=[CH:22][CH:21]=1)=[O:17]. The catalyst is C1COCC1. The product is [CH2:1]([N:5]([CH2:12][CH2:13][CH2:14][CH3:15])[CH2:6][CH2:7][C:8]([NH:10][C:16](=[O:17])[O:18][CH2:19][C:20]1[CH:25]=[CH:24][CH:23]=[CH:22][CH:21]=1)([CH3:11])[CH3:9])[CH2:2][CH2:3][CH3:4]. The yield is 0.763. (5) The reactants are F[C:2]1[N:7]=[C:6]([C:8]2[C:16]3[C:11](=[CH:12][N:13]=[C:14]([C:17]4[CH:18]=[N:19][CH:20]=[CH:21][CH:22]=4)[CH:15]=3)[N:10](C3CCCCO3)[N:9]=2)[CH:5]=[CH:4][CH:3]=1.[NH:29]1[CH2:34][CH2:33][NH:32][CH2:31][CH2:30]1. No catalyst specified. The product is [N:29]1([C:2]2[N:7]=[C:6]([C:8]3[C:16]4[C:11](=[CH:12][N:13]=[C:14]([C:17]5[CH:18]=[N:19][CH:20]=[CH:21][CH:22]=5)[CH:15]=4)[NH:10][N:9]=3)[CH:5]=[CH:4][CH:3]=2)[CH2:34][CH2:33][NH:32][CH2:31][CH2:30]1. The yield is 0.780.